This data is from Full USPTO retrosynthesis dataset with 1.9M reactions from patents (1976-2016). The task is: Predict the reactants needed to synthesize the given product. (1) Given the product [CH2:18]([S:25]([NH:28][C:29]([CH:31]1[CH2:36][CH2:35][N:34]([C:2]2[C:13]([C:14]#[N:15])=[CH:12][C:5]([C:6]([O:8][CH:9]3[CH2:11][CH2:10]3)=[O:7])=[C:4]([CH3:16])[N:3]=2)[CH2:33][CH2:32]1)=[O:30])(=[O:26])=[O:27])[C:19]1[CH:20]=[CH:21][CH:22]=[CH:23][CH:24]=1, predict the reactants needed to synthesize it. The reactants are: Cl[C:2]1[C:13]([C:14]#[N:15])=[CH:12][C:5]([C:6]([O:8][CH:9]2[CH2:11][CH2:10]2)=[O:7])=[C:4]([CH3:16])[N:3]=1.Cl.[CH2:18]([S:25]([NH:28][C:29]([CH:31]1[CH2:36][CH2:35][NH:34][CH2:33][CH2:32]1)=[O:30])(=[O:27])=[O:26])[C:19]1[CH:24]=[CH:23][CH:22]=[CH:21][CH:20]=1.CCN(C(C)C)C(C)C.CCOC(C)=O. (2) The reactants are: [F:1][C:2]([F:23])([F:22])[C:3]1[CH:17]=[C:16]([C:18]([F:21])([F:20])[F:19])[CH:15]=[CH:14][C:4]=1[CH2:5][N:6]1[CH2:11][CH2:10][CH:9]([CH:12]=O)[CH2:8][CH2:7]1.[OH:24][C@@H:25]1[CH2:30][CH2:29][CH2:28][CH2:27][C@H:26]1[NH:31][C:32]1[CH2:36][S:35][C:34](=[O:37])[N:33]=1. Given the product [F:1][C:2]([F:22])([F:23])[C:3]1[CH:17]=[C:16]([C:18]([F:20])([F:21])[F:19])[CH:15]=[CH:14][C:4]=1[CH2:5][N:6]1[CH2:7][CH2:8][CH:9](/[CH:12]=[C:36]2/[C:32]([NH:31][C@@H:26]3[CH2:27][CH2:28][CH2:29][CH2:30][C@H:25]3[OH:24])=[N:33][C:34](=[O:37])[S:35]/2)[CH2:10][CH2:11]1, predict the reactants needed to synthesize it. (3) Given the product [CH2:31]([NH:30][C:28]([C:24]1[S:23][C:22]([N:19]2[CH:11]=[C:10]([CH2:9][O:12][C:13]3[CH:18]=[CH:17][CH:16]=[CH:15][CH:14]=3)[N:21]=[N:20]2)=[N:26][C:25]=1[CH3:27])=[O:29])[C:32]1[CH:33]=[CH:34][CH:35]=[CH:36][CH:37]=1, predict the reactants needed to synthesize it. The reactants are: C1(C#C)C=CC=CC=1.[CH2:9]([O:12][C:13]1[CH:18]=[CH:17][CH:16]=[CH:15][CH:14]=1)[C:10]#[CH:11].[N:19]([C:22]1[S:23][C:24]([C:28]([NH:30][CH2:31][C:32]2[CH:37]=[CH:36][CH:35]=[CH:34][CH:33]=2)=[O:29])=[C:25]([CH3:27])[N:26]=1)=[N+:20]=[N-:21].